Dataset: Forward reaction prediction with 1.9M reactions from USPTO patents (1976-2016). Task: Predict the product of the given reaction. (1) Given the reactants Br[C:2]1[CH:11]=[C:10]2[C:5]([C:6](=[O:26])[C:7]([C:15]([NH:17][CH2:18][C:19]([O:21][C:22]([CH3:25])([CH3:24])[CH3:23])=[O:20])=[O:16])=[C:8]([OH:14])[C:9]2([CH3:13])[CH3:12])=[CH:4][CH:3]=1.C1(P(C2C=CC=CC=2)C2(P(C3C=CC=CC=3)C3C=CC=CC=3)CC=C3C(C=CC=C3)=C2C2C3C(=CC=CC=3)C=CC=2)C=CC=CC=1.CC(C)([O-])C.[Na+].[O:79]1[CH2:84][CH2:83][N:82]([CH2:85][CH2:86][NH2:87])[CH2:81][CH2:80]1, predict the reaction product. The product is: [OH:14][C:8]1[C:9]([CH3:12])([CH3:13])[C:10]2[C:5]([C:6](=[O:26])[C:7]=1[C:15]([NH:17][CH2:18][C:19]([O:21][C:22]([CH3:23])([CH3:25])[CH3:24])=[O:20])=[O:16])=[CH:4][CH:3]=[C:2]([NH:87][CH2:86][CH2:85][N:82]1[CH2:83][CH2:84][O:79][CH2:80][CH2:81]1)[CH:11]=2. (2) Given the reactants Cl[C:2]1[CH:11]=[C:10]([C:12]([F:15])([F:14])[F:13])[C:5]([C:6]([O:8][CH3:9])=[O:7])=[CH:4][N:3]=1.C(=O)([O-])[O-].[K+].[K+].[NH:22]1[CH2:26][CH2:25][CH2:24][CH2:23]1, predict the reaction product. The product is: [N:22]1([C:2]2[N:3]=[CH:4][C:5]([C:6]([O:8][CH3:9])=[O:7])=[C:10]([C:12]([F:15])([F:14])[F:13])[CH:11]=2)[CH2:26][CH2:25][CH2:24][CH2:23]1. (3) Given the reactants [C:1]([O:5][C:6](=[O:28])[CH2:7][N:8]1[C:12]2[CH:13]=[CH:14][C:15]([NH:17]C(OC(C)(C)C)=O)=[CH:16][C:11]=2[N:10]=[C:9]1[CH2:25][CH2:26][CH3:27])([CH3:4])([CH3:3])[CH3:2], predict the reaction product. The product is: [C:1]([O:5][C:6](=[O:28])[CH2:7][N:8]1[C:12]2[CH:13]=[CH:14][C:15]([NH2:17])=[CH:16][C:11]=2[N:10]=[C:9]1[CH2:25][CH2:26][CH3:27])([CH3:4])([CH3:3])[CH3:2]. (4) Given the reactants N1C(Cl)=NC(Cl)=NC=1Cl.O.N[C:12]1[C:25]2[C:24](=[O:26])[C:23]3[C:18](=[CH:19][CH:20]=[CH:21][CH:22]=3)[C:17](=[O:27])[C:16]=2[C:15](NC2C=CC(N)=CC=2)=[CH:14][CH:13]=1, predict the reaction product. The product is: [CH:19]1[C:18]2[C:17](=[O:27])[C:16]3[C:25](=[CH:12][CH:13]=[CH:14][CH:15]=3)[C:24](=[O:26])[C:23]=2[CH:22]=[CH:21][CH:20]=1.